This data is from Forward reaction prediction with 1.9M reactions from USPTO patents (1976-2016). The task is: Predict the product of the given reaction. (1) The product is: [Br:1][C:2]([Br:16])([Br:15])[S:3]([C:6]1[CH:7]=[C:8]([CH:12]=[CH:13][CH:14]=1)[C:9]([Cl:19])=[O:10])(=[O:5])=[O:4]. Given the reactants [Br:1][C:2]([Br:16])([Br:15])[S:3]([C:6]1[CH:7]=[C:8]([CH:12]=[CH:13][CH:14]=1)[C:9](O)=[O:10])(=[O:5])=[O:4].S(Cl)([Cl:19])=O, predict the reaction product. (2) Given the reactants [F:1][C:2]1[C:3]([F:26])=[CH:4][C:5]2[N:14]=[C:13]([N:15]3[CH2:20][CH2:19][NH:18][C@@H:17]([CH2:21][CH2:22][O:23][CH3:24])[CH2:16]3)[C:12]3[CH:11]=[CH:10][S:9][C:8]=3[NH:7][C:6]=2[CH:25]=1.C=O.[C:29](O[BH-](OC(=O)C)OC(=O)C)(=O)C.[Na+], predict the reaction product. The product is: [F:1][C:2]1[C:3]([F:26])=[CH:4][C:5]2[N:14]=[C:13]([N:15]3[CH2:20][CH2:19][N:18]([CH3:29])[C@@H:17]([CH2:21][CH2:22][O:23][CH3:24])[CH2:16]3)[C:12]3[CH:11]=[CH:10][S:9][C:8]=3[NH:7][C:6]=2[CH:25]=1. (3) Given the reactants Br[C:2]1[C:10]2[C:5](=[CH:6][C:7]([F:11])=[CH:8][CH:9]=2)[N:4]([S:12]([C:15]2[CH:20]=[CH:19][CH:18]=[CH:17][CH:16]=2)(=[O:14])=[O:13])[CH:3]=1.[Cl:21][C:22]1[N:27]=[CH:26][C:25](B(O)O)=[CH:24][CH:23]=1.[O-]P([O-])([O-])=O.[K+].[K+].[K+].C(Cl)Cl, predict the reaction product. The product is: [Cl:21][C:22]1[N:27]=[CH:26][C:25]([C:2]2[C:10]3[C:5](=[CH:6][C:7]([F:11])=[CH:8][CH:9]=3)[N:4]([S:12]([C:15]3[CH:20]=[CH:19][CH:18]=[CH:17][CH:16]=3)(=[O:14])=[O:13])[CH:3]=2)=[CH:24][CH:23]=1. (4) Given the reactants Cl.[CH3:2][C:3](=O)CC(=O)C.[NH2:9][C:10]1[C:15]([CH3:16])=[CH:14][C:13]([CH3:17])=[CH:12][C:11]=1[NH2:18].C(=O)([O-])O.[Na+], predict the reaction product. The product is: [CH3:2][C:3]1[NH:9][C:10]2[C:15]([CH3:16])=[CH:14][C:13]([CH3:17])=[CH:12][C:11]=2[N:18]=1. (5) Given the reactants [CH3:1][C:2]1[CH:7]=[C:6]([N+:8]([O-:10])=[O:9])[C:5]([O:11][CH3:12])=[CH:4][C:3]=1[C:13]1[CH:18]=[CH:17][N:16]=[CH:15][CH:14]=1.[I:19][CH2:20][CH2:21][CH3:22], predict the reaction product. The product is: [I-:19].[CH3:1][C:2]1[CH:7]=[C:6]([N+:8]([O-:10])=[O:9])[C:5]([O:11][CH3:12])=[CH:4][C:3]=1[C:13]1[CH:18]=[CH:17][N+:16]([CH2:20][CH2:21][CH3:22])=[CH:15][CH:14]=1. (6) Given the reactants Cl[C:2]1[CH:3]=[C:4]([CH3:14])[C:5]2[N:11]3[CH2:12][C@H:8]([CH2:9][CH2:10]3)[NH:7][C:6]=2[N:13]=1.[CH3:15][C:16]1[N:21]=[CH:20][C:19](B(O)O)=[CH:18][CH:17]=1.P([O-])([O-])([O-])=O.[K+].[K+].[K+].CC(C1C=C(C(C)C)C(C2C=CC=CC=2P(C2CCCCC2)C2CCCCC2)=C(C(C)C)C=1)C, predict the reaction product. The product is: [CH3:14][C:4]1[C:5]2[N:11]3[CH2:12][C@H:8]([CH2:9][CH2:10]3)[NH:7][C:6]=2[N:13]=[C:2]([C:19]2[CH:20]=[N:21][C:16]([CH3:15])=[CH:17][CH:18]=2)[CH:3]=1. (7) Given the reactants [OH:1][C:2]1[CH:33]=[CH:32][C:5]([CH2:6][CH:7]2[C:16]3[C:11](=[CH:12][C:13]([O:19][CH3:20])=[C:14]([O:17][CH3:18])[CH:15]=3)[CH2:10][CH2:9][N:8]2[CH2:21][C:22]([NH:24][CH2:25][C:26]2[CH:31]=[CH:30][CH:29]=[CH:28][CH:27]=2)=[O:23])=[CH:4][C:3]=1[O:34][CH3:35].[CH2:36](Br)[CH:37]=[CH2:38], predict the reaction product. The product is: [CH2:38]([O:1][C:2]1[CH:33]=[CH:32][C:5]([CH2:6][CH:7]2[C:16]3[C:11](=[CH:12][C:13]([O:19][CH3:20])=[C:14]([O:17][CH3:18])[CH:15]=3)[CH2:10][CH2:9][N:8]2[CH2:21][C:22]([NH:24][CH2:25][C:26]2[CH:31]=[CH:30][CH:29]=[CH:28][CH:27]=2)=[O:23])=[CH:4][C:3]=1[O:34][CH3:35])[CH:37]=[CH2:36]. (8) Given the reactants Cl[C:2]1[CH:7]=[C:6]([C:8]2[CH:9]=[N:10][N:11]([CH3:13])[CH:12]=2)[CH:5]=[C:4]([Cl:14])[N:3]=1.[F:15][C:16]1[CH:21]=[CH:20][C:19]([C@@H:22]([NH2:24])[CH3:23])=[CH:18][CH:17]=1.C(P(C(C)(C)C)C1C=CC=CC=1C1C=CC=CC=1)(C)(C)C.CC(C)([O-])C.[Na+], predict the reaction product. The product is: [Cl:14][C:4]1[N:3]=[C:2]([NH:24][C@H:22]([C:19]2[CH:20]=[CH:21][C:16]([F:15])=[CH:17][CH:18]=2)[CH3:23])[CH:7]=[C:6]([C:8]2[CH:9]=[N:10][N:11]([CH3:13])[CH:12]=2)[CH:5]=1. (9) The product is: [C:3]([O:7][C:8]([N:10]1[CH2:11][CH2:12][N:13]([S:16]([C:19]2[CH:20]=[CH:21][C:22]([N:25]([C:26](=[O:29])[CH:27]=[CH2:28])[CH3:30])=[CH:23][CH:24]=2)(=[O:17])=[O:18])[CH2:14][CH2:15]1)=[O:9])([CH3:6])([CH3:5])[CH3:4]. Given the reactants [H-].[Na+].[C:3]([O:7][C:8]([N:10]1[CH2:15][CH2:14][N:13]([S:16]([C:19]2[CH:24]=[CH:23][C:22]([NH:25][C:26](=[O:29])[CH:27]=[CH2:28])=[CH:21][CH:20]=2)(=[O:18])=[O:17])[CH2:12][CH2:11]1)=[O:9])([CH3:6])([CH3:5])[CH3:4].[CH3:30]I, predict the reaction product.